From a dataset of Forward reaction prediction with 1.9M reactions from USPTO patents (1976-2016). Predict the product of the given reaction. (1) Given the reactants [O:1]1[C:6]2[CH:7]=[CH:8][CH:9]=[C:10]([OH:11])[C:5]=2[O:4][CH2:3][CH2:2]1.C([Mg]Cl)(C)C.[CH:17]([N:30]1[C:38]2[C:33](=[CH:34][CH:35]=[CH:36][CH:37]=2)[C:32](=[O:39])[C:31]1=[O:40])([C:24]1[CH:29]=[CH:28][CH:27]=[CH:26][CH:25]=1)[C:18]1[CH:23]=[CH:22][CH:21]=[CH:20][CH:19]=1, predict the reaction product. The product is: [C:24]1([CH:17]([C:18]2[CH:23]=[CH:22][CH:21]=[CH:20][CH:19]=2)[N:30]2[C:38]3[C:33](=[CH:34][CH:35]=[CH:36][CH:37]=3)[C:32]([OH:39])([C:9]3[CH:8]=[CH:7][C:6]4[O:1][CH2:2][CH2:3][O:4][C:5]=4[C:10]=3[OH:11])[C:31]2=[O:40])[CH:25]=[CH:26][CH:27]=[CH:28][CH:29]=1. (2) Given the reactants [OH-].[Na+].[C:3]([OH:11])(=[O:10])[CH2:4][CH2:5][CH2:6][CH2:7][CH2:8][CH3:9].[CH2:12]([CH:15](CCCCC)C=O)[CH2:13]C, predict the reaction product. The product is: [CH2:13]([CH:4]([CH2:5][CH2:6][CH2:7][CH2:8][CH3:9])[C:3]([OH:11])=[O:10])[CH2:12][CH3:15]. (3) Given the reactants [CH:1]1([NH:6][C:7]2[N:12]=[C:11]([C:13]3[C:14]([CH2:22][CH:23]([CH3:25])[CH3:24])=[N:15][N:16]4[CH:21]=[CH:20][CH:19]=[CH:18][C:17]=34)[CH:10]=[CH:9][N:8]=2)[CH2:5][CH2:4][CH2:3][CH2:2]1.C([N-]C(C)C)(C)C.[Li+].C([Li])CCC.C(NC(C)C)(C)C.[CH3:46][S:47]SC, predict the reaction product. The product is: [CH:1]1([NH:6][C:7]2[N:12]=[C:11]([C:13]3[C:14]([CH2:22][CH:23]([CH3:25])[CH3:24])=[N:15][N:16]4[C:21]([S:47][CH3:46])=[CH:20][CH:19]=[CH:18][C:17]=34)[CH:10]=[CH:9][N:8]=2)[CH2:2][CH2:3][CH2:4][CH2:5]1. (4) The product is: [C:1]([O:5][C:6]([NH:8][CH2:9][C@H:10]1[CH2:15][CH2:14][C@H:13]([C:16]([NH:18][C@@H:19]([CH2:24][C:25]2[CH:30]=[CH:29][C:28]([C:31]3[CH:36]=[CH:35][C:34]([C:37](=[O:42])[NH:38][CH:39]([CH3:40])[CH3:41])=[CH:33][C:32]=3[Cl:43])=[CH:27][CH:26]=2)[C:20]([OH:22])=[O:21])=[O:17])[CH2:12][CH2:11]1)=[O:7])([CH3:2])([CH3:3])[CH3:4]. Given the reactants [C:1]([O:5][C:6]([NH:8][CH2:9][C@H:10]1[CH2:15][CH2:14][C@H:13]([C:16]([NH:18][C@@H:19]([CH2:24][C:25]2[CH:30]=[CH:29][C:28]([C:31]3[CH:36]=[CH:35][C:34]([C:37](=[O:42])[NH:38][CH:39]([CH3:41])[CH3:40])=[CH:33][C:32]=3[Cl:43])=[CH:27][CH:26]=2)[C:20]([O:22]C)=[O:21])=[O:17])[CH2:12][CH2:11]1)=[O:7])([CH3:4])([CH3:3])[CH3:2].[OH-].[Na+], predict the reaction product. (5) Given the reactants [CH2:1]([NH:8][C:9]1[CH:14]=[C:13](Cl)[N:12]=[CH:11][C:10]=1[CH2:16][C:17]([NH2:19])=[O:18])[C:2]1[CH:7]=[CH:6][CH:5]=[CH:4][CH:3]=1.C(Cl)Cl.CC(C)([O-])C.[Na+].[O:29]1[CH2:34][CH2:33][N:32]([CH2:35][C:36]2[CH:42]=[CH:41][C:39]([NH2:40])=[CH:38][CH:37]=2)[CH2:31][CH2:30]1, predict the reaction product. The product is: [CH2:1]([NH:8][C:9]1[CH:14]=[C:13]([NH:40][C:39]2[CH:38]=[CH:37][C:36]([CH2:35][N:32]3[CH2:31][CH2:30][O:29][CH2:34][CH2:33]3)=[CH:42][CH:41]=2)[N:12]=[CH:11][C:10]=1[CH2:16][C:17]([NH2:19])=[O:18])[C:2]1[CH:7]=[CH:6][CH:5]=[CH:4][CH:3]=1. (6) The product is: [Cl-:1].[Cl-:1].[CH3:5][SiH:4]([Zr+2:6]([CH:24]1[C:25]2[C:26](=[C:69]([C:64]3[C:63]4[C:68](=[CH:60][CH:72]=[CH:61][CH:62]=4)[CH:67]=[CH:66][CH:65]=3)[CH:71]=[CH:40][CH:39]=2)[CH:27]=[C:32]1[CH3:31])[CH:7]1[C:15]2[C:14](=[C:13]([C:101]3[C:96]4[C:97](=[CH:106][CH:105]=[CH:94][CH:95]=4)[CH:98]=[CH:99][CH:100]=3)[CH:12]=[CH:11][CH:10]=2)[CH:9]=[C:8]1[CH3:22])[CH3:3]. Given the reactants [Cl-:1].[Cl-].[CH3:3][SiH:4]([Zr+2:6]([CH:24]1[C:32]2[C:27](=C(C3C=CC=CC=3)C=C[CH:31]=2)[CH:26]=[C:25]1[CH2:39][CH3:40])[CH:7]1[C:15]2[C:10](=[C:11](C3C=CC=CC=3)[CH:12]=[CH:13][CH:14]=2)[CH:9]=[C:8]1[CH2:22]C)[CH3:5].[Cl-].[Cl-].C[SiH]([Zr+2]([CH:60]1[C:68]2[C:63](=[C:64]([CH:69]([CH3:71])C)[CH:65]=[CH:66][CH:67]=2)[CH:62]=[C:61]1[CH3:72])[CH:60]1[C:68]2[C:63](=[C:64]([CH:69](C)[CH3:71])[CH:65]=[CH:66][CH:67]=2)[CH:62]=[C:61]1[CH3:72])C.[Cl-].[Cl-].C[SiH]([Zr+2](C1[C:101]2[C:96](=[C:97](C(C)C)[CH:98]=[CH:99][CH:100]=2)[CH:95]=[C:94]1[CH2:105][CH3:106])C1[C:101]2[C:96](=[C:97](C(C)C)[CH:98]=[CH:99][CH:100]=2)[CH:95]=[C:94]1[CH2:105][CH3:106])C.[Cl-].[Cl-].C(=[Zr+2](C1C=CC(C(C)(C)C)=C1)C1C2CC3C(=CC=CC=3)C=2C=CC=1)(C)C, predict the reaction product. (7) The product is: [C:11]1([N:17]2[C:5]([NH2:6])=[CH:4][C:3]([C:2]([F:9])([F:8])[F:1])=[N:18]2)[CH:16]=[CH:15][CH:14]=[CH:13][CH:12]=1. Given the reactants [F:1][C:2]([F:9])([F:8])[C:3](=O)[CH2:4][C:5]#[N:6].Cl.[C:11]1([NH:17][NH2:18])[CH:16]=[CH:15][CH:14]=[CH:13][CH:12]=1.O.C([O-])(O)=O.[Na+], predict the reaction product.